Dataset: Full USPTO retrosynthesis dataset with 1.9M reactions from patents (1976-2016). Task: Predict the reactants needed to synthesize the given product. (1) Given the product [NH2:1][C:2]1[N:7]=[CH:6][N:5]=[C:4]2[N:8]([CH:12]([C:14]3[CH:19]=[C:18]([Cl:20])[C:17]([C:21]#[N:22])=[C:16]([CH:23]4[CH2:24][NH:25][CH2:26]4)[C:15]=3[O:34][CH3:35])[CH3:13])[N:9]=[C:10]([CH3:11])[C:3]=12, predict the reactants needed to synthesize it. The reactants are: [NH2:1][C:2]1[N:7]=[CH:6][N:5]=[C:4]2[N:8]([CH:12]([C:14]3[C:15]([O:34][CH3:35])=[C:16]([CH:23]4[CH2:26][N:25](C(OC(C)(C)C)=O)[CH2:24]4)[C:17]([C:21]#[N:22])=[C:18]([Cl:20])[CH:19]=3)[CH3:13])[N:9]=[C:10]([CH3:11])[C:3]=12.FC(F)(F)C(O)=O. (2) Given the product [CH3:1][C:2]1[CH:3]=[CH:4][C:5]([S:8]([O:11][CH2:12][CH2:13][O:14][CH2:15][CH2:16][O:17][CH2:18][CH2:19][O:20][CH2:21][CH2:22][O:23][CH2:24][CH2:25][O:26][CH:43]2[CH2:42][CH2:41][CH2:40][CH2:39][O:34]2)(=[O:9])=[O:10])=[CH:6][CH:7]=1, predict the reactants needed to synthesize it. The reactants are: [CH3:1][C:2]1[CH:7]=[CH:6][C:5]([S:8]([O:11][CH2:12][CH2:13][O:14][CH2:15][CH2:16][O:17][CH2:18][CH2:19][O:20][CH2:21][CH2:22][O:23][CH2:24][CH2:25][OH:26])(=[O:10])=[O:9])=[CH:4][CH:3]=1.[C:41]1(C)[CH:42]=[CH:43]C(S([O-])(=[O:34])=[O:34])=[CH:39][CH:40]=1.[NH+]1[CH:43]=[CH:42][CH:41]=[CH:40][CH:39]=1. (3) The reactants are: [Br:1][C:2]1[CH:10]=[CH:9][C:5]([C:6]([NH2:8])=[S:7])=[CH:4][CH:3]=1.N1C=CC=CC=1.[CH:17]1([C:23](Cl)=[O:24])[CH2:22][CH2:21][CH2:20][CH2:19][CH2:18]1.ClCCl. Given the product [Br:1][C:2]1[CH:10]=[CH:9][C:5]([C:6]([NH:8][C:23]([CH:17]2[CH2:22][CH2:21][CH2:20][CH2:19][CH2:18]2)=[O:24])=[S:7])=[CH:4][CH:3]=1, predict the reactants needed to synthesize it. (4) Given the product [NH2:30][C:31]1[N:36]=[CH:35][C:34]([C:2]2[N:3]=[C:4]([N:24]3[CH2:29][CH2:28][O:27][CH2:26][CH2:25]3)[C:5]3[S:10][C:9]([C:11]4[CH:12]=[C:13]([S:17]([CH2:20][C@@H:21]([OH:23])[CH3:22])(=[O:19])=[O:18])[CH:14]=[CH:15][CH:16]=4)=[CH:8][C:6]=3[N:7]=2)=[CH:33][N:32]=1, predict the reactants needed to synthesize it. The reactants are: Cl[C:2]1[N:3]=[C:4]([N:24]2[CH2:29][CH2:28][O:27][CH2:26][CH2:25]2)[C:5]2[S:10][C:9]([C:11]3[CH:12]=[C:13]([S:17]([CH2:20][C@@H:21]([OH:23])[CH3:22])(=[O:19])=[O:18])[CH:14]=[CH:15][CH:16]=3)=[CH:8][C:6]=2[N:7]=1.[NH2:30][C:31]1[N:36]=[CH:35][C:34](B2OC(C)(C)C(C)(C)O2)=[CH:33][N:32]=1.